This data is from Catalyst prediction with 721,799 reactions and 888 catalyst types from USPTO. The task is: Predict which catalyst facilitates the given reaction. (1) Reactant: [Cl:1][C:2]1[CH:3]=[C:4]([CH:8]([CH2:15][N+:16]([O-])=O)[CH2:9][C:10]([O:12][CH2:13][CH3:14])=[O:11])[CH:5]=[CH:6][CH:7]=1. Product: [NH2:16][CH2:15][CH:8]([C:4]1[CH:5]=[CH:6][CH:7]=[C:2]([Cl:1])[CH:3]=1)[CH2:9][C:10]([O:12][CH2:13][CH3:14])=[O:11]. The catalyst class is: 171. (2) Reactant: [Cl:1][C:2]1[C:12]2[CH2:11][CH2:10][C@H:9]([NH:13]C(=O)C)[CH2:8][CH:7](O)[C:6]=2[C:5]([O:18][CH3:19])=[C:4]([N+:20]([O-:22])=[O:21])[CH:3]=1.Cl.[OH-].[Na+]. Product: [Cl:1][C:2]1[C:12]2[CH2:11][CH2:10][C@H:9]([NH2:13])[CH:8]=[CH:7][C:6]=2[C:5]([O:18][CH3:19])=[C:4]([N+:20]([O-:22])=[O:21])[CH:3]=1. The catalyst class is: 6. (3) The catalyst class is: 3. Reactant: [CH2:1]([O:8][C:9]([NH:11][C:12]([CH3:17])([CH3:16])[C:13]([OH:15])=O)=[O:10])[C:2]1[CH:7]=[CH:6][CH:5]=[CH:4][CH:3]=1.CN(C(ON1N=NC2C=CC=NC1=2)=[N+](C)C)C.F[P-](F)(F)(F)(F)F.CN1CCOCC1.[CH3:49][O:50][CH:51]([O:54][CH3:55])[CH2:52][NH2:53]. Product: [CH3:49][O:50][CH:51]([O:54][CH3:55])[CH2:52][NH:53][C:13](=[O:15])[C:12]([NH:11][C:9](=[O:10])[O:8][CH2:1][C:2]1[CH:3]=[CH:4][CH:5]=[CH:6][CH:7]=1)([CH3:17])[CH3:16]. (4) Reactant: [CH3:1][O:2][C:3]([C:5]1[CH:14]=[C:13]([OH:15])[C:12]2[C:7](=[C:8]([O:17]CC3C=CC=CC=3)[CH:9]=[CH:10][C:11]=2[Br:16])[N:6]=1)=[O:4].CN(C)C1C=CC=CC=1.[Cl-].[Al+3].[Cl-].[Cl-]. Product: [CH3:1][O:2][C:3]([C:5]1[CH:14]=[C:13]([OH:15])[C:12]2[C:7](=[C:8]([OH:17])[CH:9]=[CH:10][C:11]=2[Br:16])[N:6]=1)=[O:4]. The catalyst class is: 4.